Task: Predict the product of the given reaction.. Dataset: Forward reaction prediction with 1.9M reactions from USPTO patents (1976-2016) Given the reactants [Cl:1][C:2]1[CH:3]=[C:4]([CH:34]=[CH:35][C:36]=1[O:37]CC1C=CC(OC)=C(OC)C=1)[C:5]([NH:7][C:8]1[CH:26]=[CH:25][C:24]([O:27][C:28]2[CH:33]=[CH:32][CH:31]=[CH:30][CH:29]=2)=[CH:23][C:9]=1[C:10]([NH:12][CH2:13][CH2:14][C:15]1[CH:20]=[CH:19][CH:18]=[CH:17][C:16]=1[O:21][CH3:22])=[O:11])=[O:6].C(O)(C(F)(F)F)=O.CCOC(C)=O, predict the reaction product. The product is: [Cl:1][C:2]1[CH:3]=[C:4]([CH:34]=[CH:35][C:36]=1[OH:37])[C:5]([NH:7][C:8]1[CH:26]=[CH:25][C:24]([O:27][C:28]2[CH:29]=[CH:30][CH:31]=[CH:32][CH:33]=2)=[CH:23][C:9]=1[C:10]([NH:12][CH2:13][CH2:14][C:15]1[CH:20]=[CH:19][CH:18]=[CH:17][C:16]=1[O:21][CH3:22])=[O:11])=[O:6].